Dataset: Reaction yield outcomes from USPTO patents with 853,638 reactions. Task: Predict the reaction yield, written as a fraction of the theoretical maximum amount of product (1.0 means a 100% yield; for example, 0.34 means a 34% yield). (1) The reactants are [NH2:1][C:2]1[C:3]([C:9]([OH:11])=O)=[N:4][C:5]([Br:8])=[CH:6][N:7]=1.[NH2:12][C:13]1[C:18]([N:19]2[CH2:24][CH2:23][CH:22]([NH:25]C(=O)OC(C)(C)C)[CH2:21][CH2:20]2)=[CH:17][CH:16]=[CH:15][N:14]=1.CCN(C(C)C)C(C)C.CN(C(ON1N=NC2C=CC=NC1=2)=[N+](C)C)C.F[P-](F)(F)(F)(F)F. The catalyst is CN(C=O)C. The product is [NH2:1][C:2]1[C:3]([C:9]([NH:12][C:13]2[C:18]([N:19]3[CH2:24][CH2:23][CH:22]([NH2:25])[CH2:21][CH2:20]3)=[CH:17][CH:16]=[CH:15][N:14]=2)=[O:11])=[N:4][C:5]([Br:8])=[CH:6][N:7]=1. The yield is 0.740. (2) The reactants are [F:1][C:2]([F:17])([F:16])[C:3]1[CH:8]=[CH:7][C:6]([C:9]2[O:13][N:12]=[CH:11][C:10]=2[CH2:14]O)=[CH:5][CH:4]=1.O1CCCC1.S(Cl)([Cl:25])=O. The yield is 0.770. The product is [Cl:25][CH2:14][C:10]1[CH:11]=[N:12][O:13][C:9]=1[C:6]1[CH:7]=[CH:8][C:3]([C:2]([F:17])([F:16])[F:1])=[CH:4][CH:5]=1. The catalyst is C1(C)C=CC=CC=1. (3) The product is [C:4]1([CH3:14])[CH:5]=[CH:6][C:7]([CH2:10][C:11]([O:13][CH2:1][CH3:2])=[O:12])=[CH:8][CH:9]=1. The reactants are [CH2:1](O)[CH3:2].[C:4]1([CH3:14])[CH:9]=[CH:8][C:7]([CH2:10][C:11]([OH:13])=[O:12])=[CH:6][CH:5]=1.O.C1(C)C=CC(S(O)(=O)=O)=CC=1.C(N(CC)CC)C. The yield is 0.950. The catalyst is C1(C)C=CC=CC=1. (4) The reactants are [N:1]1([C:6]2([C:11]#[N:12])[CH2:10][CH2:9][CH2:8][CH2:7]2)[CH2:5][CH2:4][CH2:3][CH2:2]1.[C:13]1([Li])[CH:18]=[CH:17][CH:16]=[CH:15][CH:14]=1.[BH4-].[Na+].NC(C1C=CC=CC=1)C1(N(C)C)CCCC1. The catalyst is C(OCCCC)CCC.C1COCC1.CO. The product is [C:13]1([CH:11]([C:6]2([N:1]3[CH2:5][CH2:4][CH2:3][CH2:2]3)[CH2:7][CH2:8][CH2:9][CH2:10]2)[NH2:12])[CH:18]=[CH:17][CH:16]=[CH:15][CH:14]=1. The yield is 0.560. (5) The reactants are [Cl:1][C:2]1[CH:7]=[C:6](I)[C:5]([Cl:9])=[CH:4][N:3]=1.[NH2:10][C:11]1[CH:19]=[CH:18][CH:17]=[CH:16][C:12]=1[C:13]([OH:15])=[O:14].C1(P(C2C=CC=CC=2)C2C=CC=CC=2OC2C=CC=CC=2P(C2C=CC=CC=2)C2C=CC=CC=2)C=CC=CC=1.[O-]P([O-])([O-])=O.[K+].[K+].[K+]. The catalyst is C([O-])(=O)C.[Pd+2].C([O-])(=O)C. The product is [Cl:1][C:2]1[CH:7]=[C:6]([NH:10][C:11]2[CH:19]=[CH:18][CH:17]=[CH:16][C:12]=2[C:13]([OH:15])=[O:14])[C:5]([Cl:9])=[CH:4][N:3]=1. The yield is 0.602. (6) The reactants are [CH:1]1(O)[CH2:6][CH2:5][CH2:4][CH2:3][CH2:2]1.[H-].[Na+].CC1C=CC(S([O:20][CH2:21][CH2:22][O:23][C:24]2[CH:29]=[CH:28][C:27]([CH2:30][C:31]3[CH:36]=[C:35]([Br:37])[CH:34]=[CH:33][C:32]=3[Cl:38])=[CH:26][CH:25]=2)(=O)=O)=CC=1. The catalyst is C1COCC1. The product is [Br:37][C:35]1[CH:34]=[CH:33][C:32]([Cl:38])=[C:31]([CH2:30][C:27]2[CH:26]=[CH:25][C:24]([O:23][CH2:22][CH2:21][O:20][CH:1]3[CH2:6][CH2:5][CH2:4][CH2:3][CH2:2]3)=[CH:29][CH:28]=2)[CH:36]=1. The yield is 0.566. (7) The reactants are Br[C:2]1[CH:7]=[CH:6][C:5]([N:8]2[C:12]3[N:13]=[CH:14][N:15]([CH2:18][C:19]4([OH:32])[CH2:24][CH2:23][N:22]([C:25]([O:27][C:28]([CH3:31])([CH3:30])[CH3:29])=[O:26])[CH2:21][CH2:20]4)[C:16](=[O:17])[C:11]=3[CH:10]=[N:9]2)=[CH:4][CH:3]=1.Cl.[CH3:34][C:35]1([OH:40])[CH2:39][CH2:38][NH:37][CH2:36]1.C(=O)([O-])[O-].[Cs+].[Cs+].CC(C1C=C(C(C)C)C(C2C=CC=CC=2P(C2CCCCC2)C2CCCCC2)=C(C(C)C)C=1)C. The catalyst is O1CCOCC1. The product is [OH:32][C:19]1([CH2:18][N:15]2[C:16](=[O:17])[C:11]3[CH:10]=[N:9][N:8]([C:5]4[CH:6]=[CH:7][C:2]([N:37]5[CH2:38][CH2:39][C:35]([OH:40])([CH3:34])[CH2:36]5)=[CH:3][CH:4]=4)[C:12]=3[N:13]=[CH:14]2)[CH2:24][CH2:23][N:22]([C:25]([O:27][C:28]([CH3:31])([CH3:30])[CH3:29])=[O:26])[CH2:21][CH2:20]1. The yield is 0.750. (8) The reactants are [CH:1]1([O:4][C:5]2[CH:33]=[CH:32][C:8]([C:9]([N:11]([CH2:15][C:16]3[CH:31]=[CH:30][CH:29]=[CH:28][C:17]=3[O:18][CH2:19][CH2:20][CH2:21][CH2:22][CH2:23][C:24]([O:26]C)=[O:25])[CH:12]([CH3:14])[CH3:13])=[O:10])=[CH:7][CH:6]=2)[CH2:3][CH2:2]1.O.[OH-].[Li+].Cl. The catalyst is O.CCO. The product is [CH:1]1([O:4][C:5]2[CH:6]=[CH:7][C:8]([C:9]([N:11]([CH2:15][C:16]3[CH:31]=[CH:30][CH:29]=[CH:28][C:17]=3[O:18][CH2:19][CH2:20][CH2:21][CH2:22][CH2:23][C:24]([OH:26])=[O:25])[CH:12]([CH3:14])[CH3:13])=[O:10])=[CH:32][CH:33]=2)[CH2:2][CH2:3]1. The yield is 0.606. (9) The yield is 0.400. No catalyst specified. The reactants are Cl[C:2]1[C:11]2[C:6](=[CH:7][C:8]([O:14][CH3:15])=[C:9]([O:12][CH3:13])[CH:10]=2)[N:5]=[CH:4][CH:3]=1.[CH3:16][NH:17][C:18]1[CH:23]=[CH:22][C:21]([N+:24]([O-:26])=[O:25])=[CH:20][CH:19]=1.C1(C)C=CC(S(O)(=O)=O)=CC=1.COCC(O)C. The product is [CH3:13][O:12][C:9]1[CH:10]=[C:11]2[C:6](=[CH:7][C:8]=1[O:14][CH3:15])[N:5]=[CH:4][CH:3]=[C:2]2[N:17]([CH3:16])[C:18]1[CH:19]=[CH:20][C:21]([N+:24]([O-:26])=[O:25])=[CH:22][CH:23]=1.